This data is from Forward reaction prediction with 1.9M reactions from USPTO patents (1976-2016). The task is: Predict the product of the given reaction. The product is: [C:1]([C:3]1[CH:11]=[CH:10][C:6]([C:7]([O:9][CH2:17][CH3:18])=[O:8])=[CH:5][CH:4]=1)#[N:2]. Given the reactants [C:1]([C:3]1[CH:11]=[CH:10][C:6]([C:7]([OH:9])=[O:8])=[CH:5][CH:4]=1)#[N:2].S(=O)(=O)(O)O.[CH2:17](O)[CH3:18], predict the reaction product.